Dataset: Experimentally validated miRNA-target interactions with 360,000+ pairs, plus equal number of negative samples. Task: Binary Classification. Given a miRNA mature sequence and a target amino acid sequence, predict their likelihood of interaction. (1) The miRNA is hsa-miR-615-3p with sequence UCCGAGCCUGGGUCUCCCUCUU. The protein sequence of the target gene is MARNTLSSRFRRVDIDEFDENKFVDEQEEAAAAAAEPGPDPSEVDGLLRQGDMLRAFHAALRNSPVNTKNQAVKERAQGVVLKVLTNFKSSEIEQAVQSLDRNGVDLLMKYIYKGFEKPTENSSAVLLQWHEKALAVGGLGSIIRVLTARKTV. Result: 1 (interaction). (2) The miRNA is hsa-miR-3671 with sequence AUCAAAUAAGGACUAGUCUGCA. The protein sequence of the target gene is MMAYMNPGPHYSVNALALSGPSVDLMHQAVPYPSAPRKQRRERTTFTRSQLEELEALFAKTQYPDVYAREEVALKINLPESRVQVWFKNRRAKCRQQRQQQKQQQQPPGGQAKARPAKRKAGTSPRPSTDVCPDPLGISDSYSPPLPGPSGSPTTAVATVSIWSPASESPLPEAQRAGLVASGPSLTSAPYAMTYAPASAFCSSPSAYGSPSSYFSGLDPYLSPMVPQLGGPALSPLSGPSVGPSLAQSPTSLSGQSYGAYSPVDSLEFKDPTGTWKFTYNPMDPLDYKDQSAWKFQIL. Result: 0 (no interaction). (3) The miRNA is hsa-miR-299-5p with sequence UGGUUUACCGUCCCACAUACAU. The protein sequence of the target gene is MPLNVSFANRNYDLDYDSVQPYFICDEEENFYHQQQQSELQPPAPSEDIWKKFELLPTPPLSPSRRSGLCSPSYVAVATSFSPREDDDGGGGNFSTADQLEMMTELLGGDMVNQSFICDPDDETFIKNIIIQDCMWSGFSAAAKLVSEKLASYQAARKDSTSLSPARGHSVCSTSSLYLQDLTAAASECIDPSVVFPYPLNDSSSPKSCTSSDSTAFSSSSDSLLSSESSPRATPEPLVLHEETPPTTSSDSEEEQDDEEEIDVVSVEKRQPPAKRSESGSSPSRGHSKPPHSPLVLKRC.... Result: 0 (no interaction). (4) The protein sequence of the target gene is MAGGKAGKDSGKAKAKAVSRSQRAGLQFPVGRIHRHLKTRTTSHGRVGATAAVYSAAILEYLTAEVLELAGNASKDLKVKRITPRHLQLAIRGDEELDSLIKATIAGGGVIPHIHKSLIGKKGQQKTA. Result: 1 (interaction). The miRNA is mmu-miR-3089-5p with sequence UGAGUUCAGGGACAGCGUGUCU. (5) The miRNA is mmu-miR-181a-5p with sequence AACAUUCAACGCUGUCGGUGAGU. The protein sequence of the target gene is MTSMASLFSFTSPAVKRLLGWKQGDEEEKWAEKAVDALVKKLKKKKGAMEELEKALSSPGQPSKCVTIPRSLDGRLQVSHRKGLPHVIYCRVWRWPDLQSHHELKPLDICEFPFGSKQKEVCINPYHYKRVESPVLPPVLVPRHNEFNPQHSLLVQFRNLSHNEPHMPQNATFPDSFHQPNNAPFPLSPNSPYPPSPASSTYPNSPASSGPGSPFQLPADTPPPAYMPPDDQMAPDNSQPMDTSSNMIPQTMPSISSRDVQPVAYEEPKHWCSIVYYELNNRVGEAFHASSTSVLVDGFT.... Result: 1 (interaction).